Dataset: Reaction yield outcomes from USPTO patents with 853,638 reactions. Task: Predict the reaction yield, written as a fraction of the theoretical maximum amount of product (1.0 means a 100% yield; for example, 0.34 means a 34% yield). (1) The reactants are C([O:3][C:4](=[O:34])[C:5]([O:8][C:9]1[CH:14]=[CH:13][C:12]([CH2:15][CH2:16][CH2:17][CH3:18])=[C:11]([O:19][CH2:20][CH2:21][C:22]2[N:23]=[C:24]([C:28]3[CH:33]=[CH:32][CH:31]=[CH:30][CH:29]=3)[O:25][C:26]=2[CH3:27])[CH:10]=1)([CH3:7])[CH3:6])C.[OH-].[Na+]. The catalyst is C(O)C. The product is [CH2:15]([C:12]1[CH:13]=[CH:14][C:9]([O:8][C:5]([CH3:6])([CH3:7])[C:4]([OH:34])=[O:3])=[CH:10][C:11]=1[O:19][CH2:20][CH2:21][C:22]1[N:23]=[C:24]([C:28]2[CH:33]=[CH:32][CH:31]=[CH:30][CH:29]=2)[O:25][C:26]=1[CH3:27])[CH2:16][CH2:17][CH3:18]. The yield is 0.880. (2) The reactants are C(C1C(C)=C(Cl)C=C(C(C)C)C=1O)C=C.ClC1C=C(C=CC=1)C(OO)=O.C(=O)([O-])[O-].[K+].[K+].[Cl:33][C:34]1[CH:35]=[C:36]([CH:46]([CH3:48])[CH3:47])[C:37]2[O:41][CH:40]([CH2:42][OH:43])[CH2:39][C:38]=2[C:44]=1[CH3:45].[C:49]1([CH3:59])[CH:54]=[CH:53][C:52]([S:55](Cl)(=[O:57])=[O:56])=[CH:51][CH:50]=1. No catalyst specified. The product is [CH3:59][C:49]1[CH:54]=[CH:53][C:52]([S:55]([O:43][CH2:42][CH:40]2[CH2:39][C:38]3[C:44]([CH3:45])=[C:34]([Cl:33])[CH:35]=[C:36]([CH:46]([CH3:48])[CH3:47])[C:37]=3[O:41]2)(=[O:57])=[O:56])=[CH:51][CH:50]=1. The yield is 0.690. (3) The reactants are [CH3:1][O:2][C:3]([C:5]1[C:6]2[CH:7](O)[C:8]([CH3:24])([CH3:23])[CH:9]([C:16]3[CH:21]=[CH:20][CH:19]=[C:18]([Br:22])[CH:17]=3)[NH:10][C:11]=2[C:12]([Cl:15])=[CH:13][CH:14]=1)=[O:4].C([SiH](CC)CC)C. The catalyst is FC(F)(F)C(O)=O. The yield is 0.500. The product is [CH3:1][O:2][C:3]([C:5]1[C:6]2[CH2:7][C:8]([CH3:24])([CH3:23])[CH:9]([C:16]3[CH:21]=[CH:20][CH:19]=[C:18]([Br:22])[CH:17]=3)[NH:10][C:11]=2[C:12]([Cl:15])=[CH:13][CH:14]=1)=[O:4]. (4) The reactants are [C:1]([C:5]1[N:13]=[C:12]2[C:8]([N:9]=[CH:10][NH:11]2)=[C:7]([N:14]2[CH2:18][CH2:17][C@H:16]([OH:19])[CH2:15]2)[N:6]=1)([CH3:4])([CH3:3])[CH3:2].[C:20]([N:24]1[C:28]([CH2:29]Cl)=[N:27][N:26]=[N:25]1)([CH3:23])([CH3:22])[CH3:21]. No catalyst specified. The product is [C:1]([C:5]1[N:13]=[C:12]2[C:8]([N:9]=[CH:10][N:11]2[CH2:29][C:28]2[N:24]([C:20]([CH3:23])([CH3:22])[CH3:21])[N:25]=[N:26][N:27]=2)=[C:7]([N:14]2[CH2:18][CH2:17][C@H:16]([OH:19])[CH2:15]2)[N:6]=1)([CH3:4])([CH3:2])[CH3:3]. The yield is 0.470. (5) The reactants are Br[CH2:2][CH2:3][CH2:4][N:5]1[C:14]2[C:15]3[CH:16]=[C:17]4[O:25][CH2:24][O:23][C:18]4=[CH:19][C:20]=3[C:21](=[O:22])[C:13]=2[C:12]2[C:7](=[CH:8][C:9]([O:28][CH3:29])=[C:10]([O:26][CH3:27])[CH:11]=2)[C:6]1=[O:30].[H-].[Na+].[NH:33]1[CH:37]=[CH:36][CH:35]=[N:34]1. The catalyst is CN(C=O)C.O. The product is [NH:33]1[CH:37]=[CH:36][C:35]([CH2:2][CH2:3][CH2:4][N:5]2[C:14]3[C:15]4[CH:16]=[C:17]5[O:25][CH2:24][O:23][C:18]5=[CH:19][C:20]=4[C:21](=[O:22])[C:13]=3[C:12]3[C:7](=[CH:8][C:9]([O:28][CH3:29])=[C:10]([O:26][CH3:27])[CH:11]=3)[C:6]2=[O:30])=[N:34]1. The yield is 0.576. (6) The reactants are [N:1]1[CH:6]=[CH:5][CH:4]=[CH:3][C:2]=1[O:7][CH2:8][C:9]1[CH:16]=[CH:15][C:12]([CH:13]=O)=[CH:11][CH:10]=1.[N+:17]([CH3:20])([O-:19])=[O:18].C([O-])(=O)C.[NH4+].C(O)(=O)C. The catalyst is O. The product is [N+:17](/[CH:20]=[CH:13]/[C:12]1[CH:15]=[CH:16][C:9]([CH2:8][O:7][C:2]2[CH:3]=[CH:4][CH:5]=[CH:6][N:1]=2)=[CH:10][CH:11]=1)([O-:19])=[O:18]. The yield is 0.745. (7) The product is [Cl:1][C:2]1[CH:7]=[CH:6][C:5]([C:8]2[O:12][N:11]=[CH:10][C:9]=2[CH2:13][CH2:14][CH2:15][OH:16])=[CH:4][C:3]=1[CH3:19]. The catalyst is O1CCCC1. The yield is 0.720. The reactants are [Cl:1][C:2]1[CH:7]=[CH:6][C:5]([C:8]2[O:12][N:11]=[CH:10][C:9]=2[CH2:13][CH2:14][C:15](OC)=[O:16])=[CH:4][C:3]=1[CH3:19].[H-].C([Al+]CC(C)C)C(C)C.O.Cl.